From a dataset of NCI-60 drug combinations with 297,098 pairs across 59 cell lines. Regression. Given two drug SMILES strings and cell line genomic features, predict the synergy score measuring deviation from expected non-interaction effect. (1) Drug 1: C1=CN(C(=O)N=C1N)C2C(C(C(O2)CO)O)O.Cl. Drug 2: CC1=C(C(=O)C2=C(C1=O)N3CC4C(C3(C2COC(=O)N)OC)N4)N. Cell line: A498. Synergy scores: CSS=33.0, Synergy_ZIP=-10.0, Synergy_Bliss=-3.49, Synergy_Loewe=-12.8, Synergy_HSA=-1.16. (2) Drug 1: C1=NC2=C(N1)C(=S)N=CN2. Drug 2: CC(C)NC(=O)C1=CC=C(C=C1)CNNC.Cl. Cell line: CCRF-CEM. Synergy scores: CSS=44.8, Synergy_ZIP=1.92, Synergy_Bliss=-1.33, Synergy_Loewe=-28.2, Synergy_HSA=-2.77. (3) Drug 1: COC1=C(C=C2C(=C1)N=CN=C2NC3=CC(=C(C=C3)F)Cl)OCCCN4CCOCC4. Drug 2: C#CCC(CC1=CN=C2C(=N1)C(=NC(=N2)N)N)C3=CC=C(C=C3)C(=O)NC(CCC(=O)O)C(=O)O. Cell line: SF-295. Synergy scores: CSS=6.59, Synergy_ZIP=-3.11, Synergy_Bliss=-2.90, Synergy_Loewe=-1.29, Synergy_HSA=-1.18.